From a dataset of Peptide-MHC class I binding affinity with 185,985 pairs from IEDB/IMGT. Regression. Given a peptide amino acid sequence and an MHC pseudo amino acid sequence, predict their binding affinity value. This is MHC class I binding data. (1) The peptide sequence is TMADLVYAL. The MHC is HLA-A68:02 with pseudo-sequence HLA-A68:02. The binding affinity (normalized) is 0.723. (2) The peptide sequence is YLEGLIHEV. The MHC is HLA-A02:06 with pseudo-sequence HLA-A02:06. The binding affinity (normalized) is 0.693.